Dataset: Full USPTO retrosynthesis dataset with 1.9M reactions from patents (1976-2016). Task: Predict the reactants needed to synthesize the given product. Given the product [CH2:10]([C:18]1[C:26]2[C:21](=[CH:22][C:23]([CH2:27][N:28]([CH:36]3[CH2:38][CH2:37]3)[C:29](=[O:35])[O:30][C:31]([CH3:34])([CH3:33])[CH3:32])=[CH:24][CH:25]=2)[N:20]([CH2:39][CH2:40][CH2:41][O:42][CH3:43])[N:19]=1)[C:11]1[CH:16]=[CH:15][CH:14]=[CH:13][CH:12]=1, predict the reactants needed to synthesize it. The reactants are: B1([CH2:10][C:11]2[CH:16]=[CH:15][CH:14]=[CH:13][CH:12]=2)C2CCCC1CCC2.Br[C:18]1[C:26]2[C:21](=[CH:22][C:23]([CH2:27][N:28]([CH:36]3[CH2:38][CH2:37]3)[C:29](=[O:35])[O:30][C:31]([CH3:34])([CH3:33])[CH3:32])=[CH:24][CH:25]=2)[N:20]([CH2:39][CH2:40][CH2:41][O:42][CH3:43])[N:19]=1.P([O-])([O-])([O-])=O.[K+].[K+].[K+].O.